Predict which catalyst facilitates the given reaction. From a dataset of Catalyst prediction with 721,799 reactions and 888 catalyst types from USPTO. (1) Reactant: [CH:1]1([N:5]2[CH2:11][CH2:10][C:9]3[CH:12]=[CH:13][C:14]([C:16]4[N:21]=[CH:20][C:19]([C:22]([OH:24])=O)=[CH:18][CH:17]=4)=[CH:15][C:8]=3[CH2:7][CH2:6]2)[CH2:4][CH2:3][CH2:2]1.CN.[CH3:27][N:28](C(ON1N=NC2C=CC=NC1=2)=[N+](C)C)C.F[P-](F)(F)(F)(F)F.C(N(CC)CC)C. Product: [CH:1]1([N:5]2[CH2:11][CH2:10][C:9]3[CH:12]=[CH:13][C:14]([C:16]4[N:21]=[CH:20][C:19]([C:22]([NH:28][CH3:27])=[O:24])=[CH:18][CH:17]=4)=[CH:15][C:8]=3[CH2:7][CH2:6]2)[CH2:2][CH2:3][CH2:4]1. The catalyst class is: 213. (2) Reactant: [CH2:1]([N:8]1[CH2:13][C:12]([CH3:15])([CH3:14])[C:11](=O)[CH:10]([C:17]([O:19][CH2:20][CH3:21])=[O:18])[CH2:9]1)[C:2]1[CH:7]=[CH:6][CH:5]=[CH:4][CH:3]=1.C([O-])(=O)C.[NH4+:26]. Product: [NH2:26][C:11]1[C:12]([CH3:15])([CH3:14])[CH2:13][N:8]([CH2:1][C:2]2[CH:7]=[CH:6][CH:5]=[CH:4][CH:3]=2)[CH2:9][C:10]=1[C:17]([O:19][CH2:20][CH3:21])=[O:18]. The catalyst class is: 5. (3) Reactant: [C:1]([C:5]1[CH:13]=[CH:12][C:8]([C:9]([OH:11])=O)=[CH:7][CH:6]=1)([CH3:4])([CH3:3])[CH3:2].[CH3:14][O:15][C:16]1[CH:21]=[CH:20][C:19]([CH2:22][C:23]([O:25][CH3:26])=[O:24])=[CH:18][CH:17]=1.[H-].[Na+]. Product: [C:1]([C:5]1[CH:6]=[CH:7][C:8]([C:9](=[O:11])[CH:22]([C:19]2[CH:20]=[CH:21][C:16]([O:15][CH3:14])=[CH:17][CH:18]=2)[C:23]([O:25][CH3:26])=[O:24])=[CH:12][CH:13]=1)([CH3:2])([CH3:3])[CH3:4]. The catalyst class is: 9. (4) Reactant: [N:1]([C:4]1[C:13]2[C:8](=[CH:9][CH:10]=[CH:11][CH:12]=2)[CH:7]=[CH:6][CH:5]=1)=[C:2]=[O:3].[C:14]1([CH2:22][OH:23])[CH:19]=[CH:18][C:17]([CH2:20][OH:21])=[CH:16][CH:15]=1. Product: [C:4]1([NH:1][C:2](=[O:3])[O:21][CH2:20][C:17]2[CH:18]=[CH:19][C:14]([CH2:22][OH:23])=[CH:15][CH:16]=2)[C:13]2[C:8](=[CH:9][CH:10]=[CH:11][CH:12]=2)[CH:7]=[CH:6][CH:5]=1. The catalyst class is: 239. (5) Reactant: [O:1]1[CH:5]=[CH:4][N:3]=[C:2]1[C:6]1[NH:18][C:9]2=[N:10][CH:11]=[C:12]([S:14]([CH3:17])(=[O:16])=[O:15])[CH:13]=[C:8]2[CH:7]=1.[F:19][C:20]1[CH:27]=[CH:26][C:23]([CH2:24]Br)=[CH:22][CH:21]=1.[H-].[Na+].CN(C)C=O. Product: [F:19][C:20]1[CH:27]=[CH:26][C:23]([CH2:24][N:18]2[C:9]3=[N:10][CH:11]=[C:12]([S:14]([CH3:17])(=[O:15])=[O:16])[CH:13]=[C:8]3[CH:7]=[C:6]2[C:2]2[O:1][CH:5]=[CH:4][N:3]=2)=[CH:22][CH:21]=1. The catalyst class is: 6. (6) Reactant: C(OP([CH2:9][C:10]([O:12][CH2:13][CH3:14])=[O:11])(OCC)=O)C.[H-].[Na+].[Cl:17][C:18]1[CH:33]=[C:32]([Cl:34])[C:31]([OH:35])=[CH:30][C:19]=1[O:20][C:21]1[N:25]([CH3:26])[N:24]=[C:23]([CH3:27])[C:22]=1[CH:28]=O.[Cl-].[NH4+]. Product: [Cl:17][C:18]1[CH:33]=[C:32]([Cl:34])[C:31]([OH:35])=[CH:30][C:19]=1[O:20][C:21]1[N:25]([CH3:26])[N:24]=[C:23]([CH3:27])[C:22]=1/[CH:28]=[CH:9]/[C:10]([O:12][CH2:13][CH3:14])=[O:11]. The catalyst class is: 7. (7) Reactant: C([O:3][C:4](=O)[NH:5][CH2:6][CH2:7][C:8]1[CH:13]=[CH:12][CH:11]=[CH:10][C:9]=1[O:14][CH3:15])C.O=P12OP3(OP(OP(O3)(O1)=O)(=O)O2)=O. Product: [CH3:15][O:14][C:9]1[CH:10]=[CH:11][CH:12]=[C:13]2[C:8]=1[CH2:7][CH2:6][NH:5][C:4]2=[O:3]. The catalyst class is: 265. (8) Product: [Cl:1][C:2]1[C:7]2[CH:8]=[C:9]3[N:10]([C:6]=2[CH:5]=[CH:4][N:3]=1)[CH2:23][CH:22]([C:21]([O:25][CH3:26])=[O:24])[C:11]3=[O:13]. The catalyst class is: 1. Reactant: [Cl:1][C:2]1[C:7]2[CH:8]=[C:9]([C:11]([O:13]C)=O)[NH:10][C:6]=2[CH:5]=[CH:4][N:3]=1.CC(C)([O-])C.[K+].[C:21]([O:25][CH3:26])(=[O:24])[CH:22]=[CH2:23].[NH4+].[Cl-]. (9) Reactant: [CH3:1][O:2][C:3]([C:5]1[CH:10]=[CH:9][C:8]([C:11]2[C:12]([CH3:55])([CH3:54])[C@H:13]3[C@:26]([CH3:29])([CH2:27][CH:28]=2)[C@@H:25]2[C@:16]([CH3:53])([C@@:17]4([CH3:52])[C@H:22]([CH2:23][CH2:24]2)[C@H:21]2[C@H:30]([C:33]([CH3:35])=[CH2:34])[CH2:31][CH2:32][C@:20]2([NH:36][CH2:37][CH2:38][N:39]2[CH2:44][CH2:43][N:42](C(OC(C)(C)C)=O)[CH2:41][CH2:40]2)[CH2:19][CH2:18]4)[CH2:15][CH2:14]3)=[CH:7][CH:6]=1)=[O:4].[ClH:56]. Product: [ClH:56].[CH3:52][C@:17]12[C@@:16]3([CH3:53])[C@@H:25]([C@:26]4([CH3:29])[C@@H:13]([CH2:14][CH2:15]3)[C:12]([CH3:54])([CH3:55])[C:11]([C:8]3[CH:9]=[CH:10][C:5]([C:3]([O:2][CH3:1])=[O:4])=[CH:6][CH:7]=3)=[CH:28][CH2:27]4)[CH2:24][CH2:23][C@@H:22]1[C@H:21]1[C@H:30]([C:33]([CH3:35])=[CH2:34])[CH2:31][CH2:32][C@:20]1([NH:36][CH2:37][CH2:38][N:39]1[CH2:40][CH2:41][NH:42][CH2:43][CH2:44]1)[CH2:19][CH2:18]2. The catalyst class is: 1.